From a dataset of Full USPTO retrosynthesis dataset with 1.9M reactions from patents (1976-2016). Predict the reactants needed to synthesize the given product. (1) Given the product [Br:17][C:18]1[CH:23]=[CH:22][C:21]([C:24]#[C:25][C:2]2[C:7]([C:8]#[N:9])=[CH:6][N:5]=[CH:4][CH:3]=2)=[CH:20][CH:19]=1, predict the reactants needed to synthesize it. The reactants are: Br[C:2]1[C:7]([C:8]#[N:9])=[CH:6][N:5]=[CH:4][CH:3]=1.C(N(CC)CC)C.[Br:17][C:18]1[CH:23]=[CH:22][C:21]([C:24]#[CH:25])=[CH:20][CH:19]=1. (2) Given the product [Cl:1][C:2]1[CH:3]=[C:4]([F:40])[C:5]2[N:11]3[CH:12]=[CH:13][CH:14]=[C:10]3[C@@H:9]([CH2:15][CH2:16][CH2:17][N:18]3[N:22]=[N:21][C:20]([CH2:23][C:24]([OH:26])=[O:25])=[N:19]3)[O:8][C@H:7]([C:29]3[CH:34]=[CH:33][CH:32]=[C:31]([O:35][CH3:36])[C:30]=3[O:37][CH3:38])[C:6]=2[CH:39]=1, predict the reactants needed to synthesize it. The reactants are: [Cl:1][C:2]1[CH:3]=[C:4]([F:40])[C:5]2[N:11]3[CH:12]=[CH:13][CH:14]=[C:10]3[C@@H:9]([CH2:15][CH2:16][CH2:17][N:18]3[N:22]=[N:21][C:20]([CH2:23][C:24]([O:26]CC)=[O:25])=[N:19]3)[O:8][C@H:7]([C:29]3[CH:34]=[CH:33][CH:32]=[C:31]([O:35][CH3:36])[C:30]=3[O:37][CH3:38])[C:6]=2[CH:39]=1.C(=O)([O-])[O-].[K+].[K+].Cl.C(OCC)(=O)C. (3) The reactants are: S([CH2:11][N+:12]#[C-])(C1C=CC(C)=CC=1)(=O)=O.[CH2:14]([CH:19]1[CH2:23][CH2:22][CH2:21][C:20]1=O)[CH2:15][CH2:16][CH2:17][CH3:18].C(O[K])(C)(C)C.O. Given the product [CH2:14]([CH:19]1[CH2:23][CH2:22][CH2:21][CH:20]1[C:11]#[N:12])[CH2:15][CH2:16][CH2:17][CH3:18], predict the reactants needed to synthesize it. (4) Given the product [O:57]=[S:2]1(=[O:1])[CH2:3][CH2:4][N:5]([CH2:8][CH2:9][NH:10][C@:11]23[CH2:53][CH2:52][C@@H:51]([CH:54]([CH3:55])[CH3:56])[C@@H:12]2[C@@H:13]2[C@@:26]([CH3:29])([CH2:27][CH2:28]3)[C@@:25]3([CH3:30])[C@@H:16]([C@:17]4([CH3:50])[C@@H:22]([CH2:23][CH2:24]3)[C:21]([CH3:32])([CH3:31])[C:20]([CH:33]3[CH2:38][CH2:37][C:36]([CH2:48][F:49])([C:39]([OH:41])=[O:40])[CH2:35][CH2:34]3)=[CH:19][CH2:18]4)[CH2:15][CH2:14]2)[CH2:6][CH2:7]1, predict the reactants needed to synthesize it. The reactants are: [O:1]=[S:2]1(=[O:57])[CH2:7][CH2:6][N:5]([CH2:8][CH2:9][NH:10][C@:11]23[CH2:53][CH2:52][C@@H:51]([C:54]([CH3:56])=[CH2:55])[C@@H:12]2[C@@H:13]2[C@@:26]([CH3:29])([CH2:27][CH2:28]3)[C@@:25]3([CH3:30])[C@@H:16]([C@:17]4([CH3:50])[C@@H:22]([CH2:23][CH2:24]3)[C:21]([CH3:32])([CH3:31])[C:20]([C:33]3[CH2:38][CH2:37][C@:36]([CH2:48][F:49])([C:39]([O:41]CC[Si](C)(C)C)=[O:40])[CH2:35][CH:34]=3)=[CH:19][CH2:18]4)[CH2:15][CH2:14]2)[CH2:4][CH2:3]1.CCCC[N+](CCCC)(CCCC)CCCC.[F-].